Dataset: Forward reaction prediction with 1.9M reactions from USPTO patents (1976-2016). Task: Predict the product of the given reaction. (1) Given the reactants [Cl:1][C:2]1[CH:7]=[CH:6][CH:5]=[CH:4][C:3]=1[CH2:8][CH2:9][NH2:10].[C:11](OC(=O)C)(=[O:13])[CH3:12], predict the reaction product. The product is: [Cl:1][C:2]1[CH:7]=[CH:6][CH:5]=[CH:4][C:3]=1[CH2:8][CH2:9][NH:10][C:11](=[O:13])[CH3:12]. (2) Given the reactants [C:1]([C:4]1[CH:5]=[C:6]([Cl:20])[N:7]2[CH2:12][CH2:11][N:10]([C:13]([O:15][C:16]([CH3:19])([CH3:18])[CH3:17])=[O:14])[CH2:9][C:8]=12)(=[O:3])[NH2:2].C(OCC)(=O)C.[Br:27]N1C(=O)CCC1=O.O, predict the reaction product. The product is: [Br:27][C:5]1[C:4]([C:1](=[O:3])[NH2:2])=[C:8]2[CH2:9][N:10]([C:13]([O:15][C:16]([CH3:17])([CH3:19])[CH3:18])=[O:14])[CH2:11][CH2:12][N:7]2[C:6]=1[Cl:20]. (3) Given the reactants [Cl:1][C:2]1[N:11]=[CH:10][CH:9]=[C:8](I)[C:3]=1[C:4]([O:6][CH3:7])=[O:5].[C:13]([Cu])#[N:14], predict the reaction product. The product is: [Cl:1][C:2]1[N:11]=[CH:10][CH:9]=[C:8]([C:13]#[N:14])[C:3]=1[C:4]([O:6][CH3:7])=[O:5]. (4) Given the reactants [Cl:1][C:2]1[CH:24]=[C:23]([CH2:25]O)[CH:22]=[C:21]([Cl:27])[C:3]=1[C:4]([N:6]1[C:14]2[CH:13]=[CH:12][N:11]=[C:10]([NH:15][C:16]([CH:18]3[CH2:20][CH2:19]3)=[O:17])[C:9]=2[CH:8]=[CH:7]1)=[O:5].P(Br)(Br)[Br:29], predict the reaction product. The product is: [Br:29][CH2:25][C:23]1[CH:24]=[C:2]([Cl:1])[C:3]([C:4]([N:6]2[C:14]3[CH:13]=[CH:12][N:11]=[C:10]([NH:15][C:16]([CH:18]4[CH2:20][CH2:19]4)=[O:17])[C:9]=3[CH:8]=[CH:7]2)=[O:5])=[C:21]([Cl:27])[CH:22]=1. (5) Given the reactants Br[C:2]1[CH:7]=[CH:6][C:5]([C:8]2[O:12][N:11]=[C:10]([CH3:13])[C:9]=2[CH:14]([C:16]2[N:17]=[N:18][N:19]([CH2:21][C:22]3[C:27]([F:28])=[CH:26][CH:25]=[CH:24][C:23]=3[Cl:29])[CH:20]=2)[OH:15])=[CH:4][CH:3]=1.[CH2:30]([O:32][C:33]([C:35]1([C:38]2[CH:43]=[CH:42][C:41](B3OC(C)(C)C(C)(C)O3)=[CH:40][CH:39]=2)[CH2:37][CH2:36]1)=[O:34])[CH3:31], predict the reaction product. The product is: [CH2:30]([O:32][C:33]([C:35]1([C:38]2[CH:43]=[CH:42][C:41]([C:2]3[CH:7]=[CH:6][C:5]([C:8]4[O:12][N:11]=[C:10]([CH3:13])[C:9]=4[CH:14]([C:16]4[N:17]=[N:18][N:19]([CH2:21][C:22]5[C:27]([F:28])=[CH:26][CH:25]=[CH:24][C:23]=5[Cl:29])[CH:20]=4)[OH:15])=[CH:4][CH:3]=3)=[CH:40][CH:39]=2)[CH2:36][CH2:37]1)=[O:34])[CH3:31]. (6) Given the reactants Cl[C:2]1[C:3](=[O:16])[NH:4][C:5]2[C:10]([N:11]=1)=[CH:9][C:8]([C:12]([O:14][CH3:15])=[O:13])=[CH:7][CH:6]=2.CC[N:19]([CH:23]([CH3:25])[CH3:24])[CH:20]([CH3:22])C.C[C@H]1CCCN1, predict the reaction product. The product is: [CH3:25][C@H:23]1[CH2:24][CH2:22][CH2:20][N:19]1[C:2]1[C:3](=[O:16])[NH:4][C:5]2[C:10]([N:11]=1)=[CH:9][C:8]([C:12]([O:14][CH3:15])=[O:13])=[CH:7][CH:6]=2. (7) Given the reactants [OH:1][CH2:2][C:3]1[N:8]=[C:7]([C:9]#[C:10][CH2:11][CH2:12][C:13]([O:15][C:16]([CH3:19])([CH3:18])[CH3:17])=[O:14])[CH:6]=[CH:5][CH:4]=1, predict the reaction product. The product is: [OH:1][CH2:2][C:3]1[N:8]=[C:7]([CH2:9][CH2:10][CH2:11][CH2:12][C:13]([O:15][C:16]([CH3:19])([CH3:18])[CH3:17])=[O:14])[CH:6]=[CH:5][CH:4]=1. (8) The product is: [CH2:1]([O:3][C:4]([C:6]1[C:7](=[O:26])[C:8]2[CH:13]=[N:12][C:11]([NH:40][C:37]3[CH:38]=[CH:39][C:34]([CH:31]4[CH2:30][CH2:29][N:28]([CH3:27])[CH2:33][CH2:32]4)=[CH:35][CH:36]=3)=[N:10][C:9]=2[N:18]([CH:20]2[CH2:25][CH2:24][CH2:23][CH2:22][CH2:21]2)[CH:19]=1)=[O:5])[CH3:2]. Given the reactants [CH2:1]([O:3][C:4]([C:6]1[C:7](=[O:26])[C:8]2[CH:13]=[N:12][C:11](S(C)(=O)=O)=[N:10][C:9]=2[N:18]([CH:20]2[CH2:25][CH2:24][CH2:23][CH2:22][CH2:21]2)[CH:19]=1)=[O:5])[CH3:2].[CH3:27][N:28]1[CH2:33][CH2:32][CH:31]([C:34]2[CH:39]=[CH:38][C:37]([NH2:40])=[CH:36][CH:35]=2)[CH2:30][CH2:29]1, predict the reaction product.